From a dataset of Full USPTO retrosynthesis dataset with 1.9M reactions from patents (1976-2016). Predict the reactants needed to synthesize the given product. (1) Given the product [CH3:9][CH:5]1[N:4]([C:10]([C:12]2[S:16][C:15]([CH3:17])=[N:14][C:13]=2[C:18]2[CH:23]=[CH:22][CH:21]=[CH:20][CH:19]=2)=[O:11])[CH:3]([CH2:2][NH:1][C:34]([C:32]2[CH:31]=[CH:30][CH:29]=[C:28]3[C:33]=2[N:24]=[CH:25][CH:26]=[CH:27]3)=[O:35])[CH2:8][CH2:7][CH2:6]1, predict the reactants needed to synthesize it. The reactants are: [NH2:1][CH2:2][CH:3]1[CH2:8][CH2:7][CH2:6][CH:5]([CH3:9])[N:4]1[C:10]([C:12]1[S:16][C:15]([CH3:17])=[N:14][C:13]=1[C:18]1[CH:23]=[CH:22][CH:21]=[CH:20][CH:19]=1)=[O:11].[N:24]1[C:33]2[C:28](=[CH:29][CH:30]=[CH:31][C:32]=2[C:34](O)=[O:35])[CH:27]=[CH:26][CH:25]=1. (2) Given the product [CH3:20][N:7]1[C:8](=[O:19])[C:9]2[N:10]([CH2:11][O:12][CH2:13][CH2:14][Si:15]([CH3:18])([CH3:17])[CH3:16])[C:2]([O:59][C:55]3[CH:56]=[CH:57][CH:58]=[C:53]([C:52]([F:51])([F:60])[F:61])[CH:54]=3)=[N:3][C:4]=2[N:5]([CH3:22])[C:6]1=[O:21], predict the reactants needed to synthesize it. The reactants are: Br[C:2]1[N:10]([CH2:11][O:12][CH2:13][CH2:14][Si:15]([CH3:18])([CH3:17])[CH3:16])[C:9]2[C:8](=[O:19])[N:7]([CH3:20])[C:6](=[O:21])[N:5]([CH3:22])[C:4]=2[N:3]=1.C(C1N=C(CSC2NC3C(=O)N(C)C(=O)N(C)C=3N=2)OC=1)C.C(=O)([O-])[O-].[K+].[K+].[F:51][C:52]([F:61])([F:60])[C:53]1[CH:54]=[C:55]([OH:59])[CH:56]=[CH:57][CH:58]=1. (3) Given the product [Cl:1][C:2]1[CH:3]=[C:4]([CH:13]=[CH:14][CH:15]=1)[O:5][C:6]1[S:10][C:9]([CH2:11][NH:12][C:25]([C:23]2[CH:22]=[CH:21][C:20]3[N:19]([CH:18]=[CH:17][N:16]=3)[CH:24]=2)=[O:26])=[CH:8][CH:7]=1, predict the reactants needed to synthesize it. The reactants are: [Cl:1][C:2]1[CH:3]=[C:4]([CH:13]=[CH:14][CH:15]=1)[O:5][C:6]1[S:10][C:9]([CH2:11][NH2:12])=[CH:8][CH:7]=1.[N:16]1[CH:17]=[CH:18][N:19]2[CH:24]=[C:23]([C:25](O)=[O:26])[CH:22]=[CH:21][C:20]=12.F[P-](F)(F)(F)(F)F.N1(O[P+](N(C)C)(N(C)C)N(C)C)C2C=CC=CC=2N=N1.C(N(CC)CC)C. (4) Given the product [F:9][C:10]1[CH:11]=[CH:12][C:13]([O:33][CH:34]([CH3:36])[CH3:35])=[C:14]([N:16]2[CH2:17][CH2:18][N:19]([CH2:22][CH2:23][CH2:24][N:25]3[C:29](=[O:30])[CH:28]4[C:27]([CH3:4])([CH2:31]4)[C:26]3=[O:32])[CH2:20][CH2:21]2)[CH:15]=1, predict the reactants needed to synthesize it. The reactants are: [H-].[Na+].[I-].[CH3:4][S+](C)(C)=O.[F:9][C:10]1[CH:11]=[CH:12][C:13]([O:33][CH:34]([CH3:36])[CH3:35])=[C:14]([N:16]2[CH2:21][CH2:20][N:19]([CH2:22][CH2:23][CH2:24][N:25]3[C:29](=[O:30])[CH:28]=[C:27]([CH3:31])[C:26]3=[O:32])[CH2:18][CH2:17]2)[CH:15]=1. (5) Given the product [C:10]([NH:2][NH:1][C:3]([O:5][C:6]([CH3:9])([CH3:8])[CH3:7])=[O:4])(=[O:14])[CH:11]([CH3:13])[CH3:12], predict the reactants needed to synthesize it. The reactants are: [NH:1]([C:3]([O:5][C:6]([CH3:9])([CH3:8])[CH3:7])=[O:4])[NH2:2].[C:10](Cl)(=[O:14])[CH:11]([CH3:13])[CH3:12]. (6) Given the product [CH2:23]([O:30][N:31]=[CH:11][C:10]1[C:2]([F:1])=[C:3]([CH:7]=[C:8]([F:14])[C:9]=1[F:13])[C:4]([OH:6])=[O:5])[C:24]1[CH:29]=[CH:28][CH:27]=[CH:26][CH:25]=1, predict the reactants needed to synthesize it. The reactants are: [F:1][C:2]1[C:10]([CH:11]=O)=[C:9]([F:13])[C:8]([F:14])=[CH:7][C:3]=1[C:4]([OH:6])=[O:5].C(N(CC)CC)C.Cl.[CH2:23]([O:30][NH2:31])[C:24]1[CH:29]=[CH:28][CH:27]=[CH:26][CH:25]=1.Cl. (7) Given the product [C:1]1([C:20]2[CH:25]=[CH:24][CH:23]=[CH:22][CH:21]=2)[CH:2]=[CH:3][C:4]([CH2:7][C:8]([NH:10][C@@H:11]([C:13]2[CH:18]=[CH:17][C:16]([O:19][CH2:27][CH2:28][CH3:29])=[CH:15][N:14]=2)[CH3:12])=[O:9])=[CH:5][CH:6]=1, predict the reactants needed to synthesize it. The reactants are: [C:1]1([C:20]2[CH:25]=[CH:24][CH:23]=[CH:22][CH:21]=2)[CH:6]=[CH:5][C:4]([CH2:7][C:8]([NH:10][C@@H:11]([C:13]2[CH:18]=[CH:17][C:16]([OH:19])=[CH:15][N:14]=2)[CH3:12])=[O:9])=[CH:3][CH:2]=1.Br[CH2:27][CH2:28][CH3:29].C(=O)([O-])[O-].[K+].[K+].